From a dataset of Peptide-MHC class II binding affinity with 134,281 pairs from IEDB. Regression. Given a peptide amino acid sequence and an MHC pseudo amino acid sequence, predict their binding affinity value. This is MHC class II binding data. The peptide sequence is FNDIIHSIINMDADV. The MHC is DRB4_0101 with pseudo-sequence DRB4_0103. The binding affinity (normalized) is 0.752.